From a dataset of Reaction yield outcomes from USPTO patents with 853,638 reactions. Predict the reaction yield, written as a fraction of the theoretical maximum amount of product (1.0 means a 100% yield; for example, 0.34 means a 34% yield). (1) The reactants are [Cl:1][C:2]1[C:3]([Cl:11])=[N:4][CH:5]=[C:6]([CH:10]=1)[C:7](O)=[O:8].[CH3:12][S:13]([NH2:16])(=[O:15])=[O:14].CCN=C=NCCCN(C)C. The catalyst is CN(C1C=CN=CC=1)C.C(Cl)Cl. The product is [Cl:1][C:2]1[C:3]([Cl:11])=[N:4][CH:5]=[C:6]([CH:10]=1)[C:7]([NH:16][S:13]([CH3:12])(=[O:15])=[O:14])=[O:8]. The yield is 0.620. (2) The reactants are [CH3:1][O-:2].[Na+].[CH2:4]([O:6][CH:7]([O:10][CH2:11][CH3:12])[C:8]#[N:9])[CH3:5].C[O-]. The catalyst is CO. The product is [CH2:4]([O:6][CH:7]([O:10][CH2:11][CH3:12])[C:8](=[NH:9])[O:2][CH3:1])[CH3:5]. The yield is 0.290. (3) The reactants are [CH:1]1([OH:9])[CH2:8][CH2:7][CH2:6][CH2:5][CH2:4][CH:3]=[CH:2]1.C([N:13]([CH:16]([CH3:18])[CH3:17])[CH2:14]C)(C)C.[OH:19]N1C2C=CC=CC=2N=N1.NC1C=[CH:36][C:33]([CH2:34][OH:35])=[CH:32]C=1. The catalyst is C1COCC1. The product is [OH:35][CH2:34][C:33]1[CH:36]=[CH:17][C:16]([NH:13][C:14](=[O:19])[O:9][CH:1]2[CH2:8][CH2:7][CH2:6][CH2:5][CH2:4][CH:3]=[CH:2]2)=[CH:18][CH:32]=1. The yield is 0.800. (4) The reactants are Br[C:2]1[CH:3]=[C:4]2[C:9](=[CH:10][CH:11]=1)[N:8]=[C:7]([NH:12][CH2:13][CH2:14][OH:15])[N:6]=[C:5]2[C:16]1[CH:21]=[CH:20][N:19]=[CH:18][CH:17]=1.C([O-])(=O)C.[K+].B1(B2OC(C)(C)C(C)(C)O2)OC(C)(C)C(C)(C)O1.[NH2:45][C:46]1[C:51]([S:52]([N:55]([CH3:57])[CH3:56])(=[O:54])=[O:53])=[CH:50][C:49](Br)=[CH:48][N:47]=1.C([O-])([O-])=O.[K+].[K+]. The catalyst is C1C=CC([PH+]([C]2[CH][CH][CH][CH]2)C2C=CC=CC=2)=CC=1.C1C=CC([PH+]([C]2[CH][CH][CH][CH]2)C2C=CC=CC=2)=CC=1.C(Cl)Cl.Cl[Pd]Cl.[Fe].O1CCOCC1. The product is [NH2:45][C:46]1[C:51]([S:52]([N:55]([CH3:57])[CH3:56])(=[O:54])=[O:53])=[CH:50][C:49]([C:2]2[CH:3]=[C:4]3[C:9](=[CH:10][CH:11]=2)[N:8]=[C:7]([NH:12][CH2:13][CH2:14][OH:15])[N:6]=[C:5]3[C:16]2[CH:21]=[CH:20][N:19]=[CH:18][CH:17]=2)=[CH:48][N:47]=1. The yield is 0.510. (5) The reactants are [CH3:1][O:2][C:3]1[CH:4]=[C:5]([NH:9][C:10]2[CH:15]=[C:14]([N:16]([CH3:18])[CH3:17])[N:13]=[C:12]([N:19]3[CH2:24][CH2:23][NH:22][CH2:21][CH2:20]3)[N:11]=2)[CH:6]=[CH:7][CH:8]=1.[Br:25][C:26]1[CH:31]=[CH:30][C:29](F)=[CH:28][CH:27]=1. The catalyst is C(Cl)Cl. The product is [Br:25][C:26]1[CH:31]=[CH:30][C:29]([N:22]2[CH2:23][CH2:24][N:19]([C:12]3[N:11]=[C:10]([NH:9][C:5]4[CH:6]=[CH:7][CH:8]=[C:3]([O:2][CH3:1])[CH:4]=4)[CH:15]=[C:14]([N:16]([CH3:18])[CH3:17])[N:13]=3)[CH2:20][CH2:21]2)=[CH:28][CH:27]=1. The yield is 0.400. (6) The product is [CH2:1]([N:3]1[C:12]2[C:7](=[N:8][CH:9]=[C:10]([CH2:13][C:14]3[CH:15]=[CH:16][C:17]([F:20])=[CH:18][CH:19]=3)[CH:11]=2)[C:6]([O-:21])=[C:5]([C:22]([NH:24][C@@H:25]([CH3:28])[CH2:26][OH:27])=[O:23])[C:4]1=[O:29])[CH3:2].[Na+:31]. The yield is 0.780. No catalyst specified. The reactants are [CH2:1]([N:3]1[C:12]2[C:7](=[N:8][CH:9]=[C:10]([CH2:13][C:14]3[CH:19]=[CH:18][C:17]([F:20])=[CH:16][CH:15]=3)[CH:11]=2)[C:6]([OH:21])=[C:5]([C:22]([NH:24][C@@H:25]([CH3:28])[CH2:26][OH:27])=[O:23])[C:4]1=[O:29])[CH3:2].[OH-].[Na+:31]. (7) The catalyst is ClCCl.CN(C)C=O. The product is [C:1]([C:3]1([C:7]2[CH:8]=[CH:9][C:10]([N:13]3[CH2:18][CH2:17][C:16]([O:19][CH3:23])=[C:15]([C:20]#[N:21])[C:14]3=[O:22])=[CH:11][CH:12]=2)[CH2:4][CH2:5][CH2:6]1)#[N:2]. The reactants are [C:1]([C:3]1([C:7]2[CH:12]=[CH:11][C:10]([N:13]3[CH2:18][CH2:17][C:16]([OH:19])=[C:15]([C:20]#[N:21])[C:14]3=[O:22])=[CH:9][CH:8]=2)[CH2:6][CH2:5][CH2:4]1)#[N:2].[C:23](Cl)(=O)C(Cl)=O.CO. The yield is 0.920. (8) The reactants are [NH:1]1[CH2:7][C:5](=[O:6])[NH:4][C:2]1=[O:3].N1CCCCC1.[CH:14]1([NH:17][C:18]2[N:23]3[N:24]=[CH:25][C:26]([CH:27]=O)=[C:22]3[N:21]=[C:20]([NH:29][C:30]3[CH:35]=[CH:34][CH:33]=[C:32]([F:36])[CH:31]=3)[CH:19]=2)[CH2:16][CH2:15]1. The catalyst is C(O)C.O. The product is [CH:14]1([NH:17][C:18]2[N:23]3[N:24]=[CH:25][C:26](/[CH:27]=[C:7]4/[C:5](=[O:6])[NH:4][C:2](=[O:3])[NH:1]/4)=[C:22]3[N:21]=[C:20]([NH:29][C:30]3[CH:35]=[CH:34][CH:33]=[C:32]([F:36])[CH:31]=3)[CH:19]=2)[CH2:16][CH2:15]1. The yield is 0.100.